From a dataset of Retrosynthesis with 50K atom-mapped reactions and 10 reaction types from USPTO. Predict the reactants needed to synthesize the given product. Given the product COc1cccc(CNc2cccc(-c3c(Cc4ccccc4)cnc4c(C(F)(F)F)cccc34)c2)c1OC, predict the reactants needed to synthesize it. The reactants are: COc1cccc(C=O)c1OC.Nc1cccc(-c2c(Cc3ccccc3)cnc3c(C(F)(F)F)cccc23)c1.